Predict the reaction yield, written as a fraction of the theoretical maximum amount of product (1.0 means a 100% yield; for example, 0.34 means a 34% yield). From a dataset of Reaction yield outcomes from USPTO patents with 853,638 reactions. (1) The reactants are [C:1]([C:3]1[C:12]2[C:7](=[CH:8][CH:9]=[CH:10][CH:11]=2)[C:6](F)=[CH:5][CH:4]=1)#[N:2].[NH:14]1[CH2:19][CH2:18][S:17][CH2:16][CH2:15]1. No catalyst specified. The product is [N:14]1([C:6]2[C:7]3[C:12](=[CH:11][CH:10]=[CH:9][CH:8]=3)[C:3]([C:1]#[N:2])=[CH:4][CH:5]=2)[CH2:19][CH2:18][S:17][CH2:16][CH2:15]1. The yield is 0.200. (2) The reactants are [C-:1]#[N:2].[K+].[Br:4][C:5]1[CH:12]=[CH:11][C:8]([CH2:9]Br)=[C:7]([F:13])[CH:6]=1.O. The catalyst is C(O)C.O. The product is [Br:4][C:5]1[CH:12]=[CH:11][C:8]([CH2:9][C:1]#[N:2])=[C:7]([F:13])[CH:6]=1. The yield is 0.940.